From a dataset of Forward reaction prediction with 1.9M reactions from USPTO patents (1976-2016). Predict the product of the given reaction. (1) Given the reactants C([Si](C)(C)[O:6][CH:7]1[CH:16]([C:17]2[CH:22]=[CH:21][CH:20]=[CH:19][CH:18]=2)[NH:15][C:14]2[C:13]3=[N:23][C:24]([CH3:27])=[C:25]([CH3:26])[N:12]3[CH:11]=[CH:10][C:9]=2[C:8]1=[O:28])(C)(C)C.Cl.N, predict the reaction product. The product is: [OH:6][CH:7]1[CH:16]([C:17]2[CH:18]=[CH:19][CH:20]=[CH:21][CH:22]=2)[NH:15][C:14]2[C:13]3=[N:23][C:24]([CH3:27])=[C:25]([CH3:26])[N:12]3[CH:11]=[CH:10][C:9]=2[C:8]1=[O:28]. (2) Given the reactants [CH:1]1([C:4]2[O:5][CH:6]=[C:7]([C:9]3[CH:16]=[CH:15][C:12]([CH:13]=O)=[CH:11][CH:10]=3)[N:8]=2)[CH2:3][CH2:2]1.[NH2:17][CH2:18][CH2:19][C:20]1[CH:25]=[CH:24][C:23]([OH:26])=[CH:22][CH:21]=1.COC(OC)OC.[BH4-].[Na+], predict the reaction product. The product is: [CH:1]1([C:4]2[O:5][CH:6]=[C:7]([C:9]3[CH:16]=[CH:15][C:12]([CH2:13][NH:17][CH2:18][CH2:19][C:20]4[CH:25]=[CH:24][C:23]([OH:26])=[CH:22][CH:21]=4)=[CH:11][CH:10]=3)[N:8]=2)[CH2:3][CH2:2]1. (3) Given the reactants [Cl:1][CH2:2][CH2:3][O:4][C:5]1[CH:10]=[CH:9][CH:8]=[CH:7][C:6]=1[C:11]([NH:14][C:15]1[C:16](=[O:32])[N:17]([C:21]2[CH:22]=[C:23]([CH:27]=[C:28]([F:31])[C:29]=2[CH3:30])[C:24]([OH:26])=O)[CH:18]=[CH:19][N:20]=1)([CH3:13])[CH3:12].F[B-](F)(F)F.[N:38]1([O:47][C:48](N(C)C)=[N+](C)C)C2C=CC=CC=2N=N1.C(N(CC)C(C)C)(C)C.Cl.CON, predict the reaction product. The product is: [Cl:1][CH2:2][CH2:3][O:4][C:5]1[CH:10]=[CH:9][CH:8]=[CH:7][C:6]=1[C:11]([NH:14][C:15]1[C:16](=[O:32])[N:17]([C:21]2[CH:22]=[C:23]([CH:27]=[C:28]([F:31])[C:29]=2[CH3:30])[C:24]([NH:38][O:47][CH3:48])=[O:26])[CH:18]=[CH:19][N:20]=1)([CH3:12])[CH3:13]. (4) Given the reactants Br[CH2:2][C@H:3]([OH:14])[C@@H:4]([OH:13])[C@@H:5]([OH:12])[C@H:6]([OH:11])[C:7](OC)=[O:8], predict the reaction product. The product is: [C:7]1(=[O:8])[O:13][C@H:4]([C@H:3]([CH3:2])[OH:14])[C@@H:5]([OH:12])[C@@H:6]1[OH:11]. (5) Given the reactants [CH3:1][N:2]1[C:6]([NH2:7])=[CH:5][C:4]([C:8]([CH3:14])([CH3:13])[C:9]([F:12])([F:11])[F:10])=[N:3]1.[F:15][C:16]1[CH:21]=[C:20]([B:22]2[O:26][C:25]([CH3:28])([CH3:27])[C:24]([CH3:30])([CH3:29])[O:23]2)[CH:19]=[CH:18][C:17]=1[CH2:31][C:32](O)=[O:33].N1C=CC=CC=1.CCCP(=O)=O, predict the reaction product. The product is: [F:15][C:16]1[CH:21]=[C:20]([B:22]2[O:26][C:25]([CH3:27])([CH3:28])[C:24]([CH3:29])([CH3:30])[O:23]2)[CH:19]=[CH:18][C:17]=1[CH2:31][C:32]([NH:7][C:6]1[N:2]([CH3:1])[N:3]=[C:4]([C:8]([CH3:14])([CH3:13])[C:9]([F:11])([F:10])[F:12])[CH:5]=1)=[O:33].